Task: Token-level Classification. Given an antigen amino acid sequence, predict which amino acid positions are active epitope sites capable of antibody binding. Output is a list of indices for active positions.. Dataset: B-cell epitopes from IEDB database with 3,159 antigens for binding position prediction (1) Given the antigen sequence: MIPARFAGVLLALALILPGTLCAEGTRGRSSTARCSLFGSDFVNTFDGSMYSFAGYCSYLLAGGCQKRSFSIIGDFQNGKRVSLSVYLGEFFDIHLFVNGTVTQGDQRVSMPYASKGLYLETEAGYYKLSGEAYGFVARIDGSGNFQVLLSDRYFNKTCGLCGNFNIFAEDDFMTQEGTLTSDPYDFANSWALSSGEQWCERASPPSSSCNISSGEMQKGLWEQCQLLKSTSVFARCHPLVDPEPFVALCEKTLCECAGGLECACPALLEYARTCAQEGMVLYGWTDHSACSPVCPAGMEYRQCVSPCARTCQSLHINEMCQERCVDGCSCPEGQLLDEGLCVESTECPCVHSGKRYPPGTSLSRDCNTCICRNSQWICSNEECPGECLVTGQSHFKSFDNRYFTFSGICQYLLARDCQDHSFSIVIETVQCADDRDAVCTRSVTVRLPGLHNSLVKLKHGAGVAMDGQDVQLPLLKGDLRIQHTVTASVRLSYGEDLQM..., which amino acid positions are active epitope sites? The epitope positions are: [813, 814, 815, 816, 817, 818, 819, 820, 821, 822]. The amino acids at these positions are: MVRHENRCVA. (2) Given the antigen sequence: MLRILLGICILHFMSCDVFGEMLVGGYTEPRSVTPEERSVFQPMILSKLLTAGSVESSCELELLQVSTQVVAGINYKFKVSGGATCPGCWEVVVFVPLYSSKSATSVGTPTRVSCT, which amino acid positions are active epitope sites? The epitope positions are: [94, 95, 96, 97, 98, 99, 100, 101, 102, 103, 104, 105, 106, 107, 108, 109, 110, 111, 112, 113]. The amino acids at these positions are: FVPLYSSKSATSVGTPTRVS. (3) Given the antigen sequence: MSLLTEVETPIRKGWECNCSDSSDPLVIAASVIGILHLILWIFDRLFFKCIYRRLKYGLKRGPSTEGVPKSMREEYRQEQQSAVDVDDGHFVNIEL, which amino acid positions are active epitope sites? The epitope positions are: [1, 2, 3, 4, 5, 6, 7, 8, 9, 10, 11, 12, 13, 14, 15, 16, 17, 18, 19, 20... (23 total positions)]. The amino acids at these positions are: SLLTEVETPIRKGWECNCSDSSD. (4) Given the antigen sequence: MNKVKCYVLFTALLSSLYAHGAPQTITELCSEYRNTQIYTINDKILSYTESMAGKREMVIITFKSGETFQVEVPGSQHIDSQKKAIERMKDTLRITYLTETKIDKLCVWNNKTPNSIAAISMKN, which amino acid positions are active epitope sites? The epitope positions are: [25, 26, 27, 28, 29, 30, 31, 32, 33, 34]. The amino acids at these positions are: ITELCSEYRN. (5) Given the antigen sequence: MATMEEIQREISAHEGQLVIARQKVKDAEKQYEKDPDDLNKRALHDRESVAASIQSKIDELKRQLADRIAAGKNIGQDRDPTGVEPGDHLKERSALSYGNTLDLNSLDIDEPTGQTADWLTIIVYLTSFVVPIILKALYMLTTRGRQTSKDNKGMRIRFKDDSSYEDVNGIRKPKHLYVSMPNAQSSMKAEEITPGSFRTAVCGLYPATIKARNMVSPVMSVVGFLALAKDWTSRIEDWLGAPCKFMAESPIAGSLSGNPVNRDYIRQRQGALAGMEPKEFQALRQHSKDAGCTMVEQIESPSSIWVFAGAPDRCPPTCLFVGGMAELGAFFSILQDMRNTIMASKTVGTADEKLRKKSSFYQSYLRRTQSMGIQLDQRIIVMFMVAWGKEAVDNFHLGDDMDPELRSLAQILIDQKVKEISNQEPMKL, which amino acid positions are active epitope sites? The epitope positions are: [164, 165, 166, 167, 168, 169, 170, 171, 172]. The amino acids at these positions are: YEDVNGIRK. (6) The epitope positions are: [830, 831, 832, 833, 834, 835, 836, 837, 838]. The amino acids at these positions are: FKLPGLNSR. Given the antigen sequence: GKKAACNLANTGASCPWARTPPKAPRNQPVPFKPERLQALQHLVRKALEAGHIEPYTGPGNNPVFPVKKANGTWRFIHDLRATNSLTIDLSSSSPGPPDLSSLPTTLAHLQTIDLKDAFFQIPLPKQFQPYFAFTVPQQCNYGPGTRYAWRVLPQGFKNSPTLFEMQLAHILQPIRQAFPQCTILQYMDDILLASPSHADLQLLSEATMASLISHGLPVSENKTQQTPGTIKFLGQIISPNHLTYDAVPKVPIRSRWALPELQALLGEIQWVSKGTPTLRQPLHSLYCALQRHTDPRDQIYLNPSQVQSLVQLRQALSQNCRSRLVQTLPLLGAIMLTLTGTTTVVFQSKQQWPLVWLHAPLPHTSQCPWGQLLASAVLLLDKYTLQSYGLLCQTIHHNISTQTFNQFIQTSDHPSVPILLHHSHRFKNLGAQTGELWNTFLKTTAPLAPVKALMPVFTLSPVIINTAPCLFSDGSTSQAAYILWDKHILSQRSFPLPPP..., which amino acid positions are active epitope sites? (7) Given the antigen sequence: MREIVHIQAGQCGNQIGTKFWEVISDEHGIDPAGGYVGDSALQLERINVYYNESSSQKYVPRAALVDLEPGTMDSVRSGPFGQLFRPDNFIFGQTGAGNNWAKGHYTEGAELVDSVLDVVRKECEHCDCLQGFQLTHSLGGGTGSGMGTLLISKIREEYPDRIMNTFSVMPSPKVSDTVVEPYNATLSVHQLVENTDETYCIDNEALYDICFRTLKLTTPTYGDLNHLVSATMSGVTTSLRFPGQLNADLRKLAVNMVPFPRLHFFMPGFAPLTARGSQQYRALTVPELTQQMFDAKNMMAACDPRHGRYLTVAAVFRGPMSMKEVDEQMLAIQNKNSSYFVEWIPNNVKVAVCDIPPRGLKMSATFIGNSTAIQELFKRISEQFSAMFRRKAFLHWFTGEGMDEMEFTEAESNMNDLVSEYQQYQDATADEGEEAFEDDEEEVNE, which amino acid positions are active epitope sites? The epitope positions are: [440, 441, 442, 443, 444, 445]. The amino acids at these positions are: EEEVNE. (8) Given the antigen sequence: MGLLECCARCLVGAPFASLVATGLCFFGVALFCGCGHEALTGTEKLIETYFSKNYQDYEYLINVIHAFQYVIYGTASFFFLYGALLLAEGFYTTGAVRQIFGDYKTTICGKGLSATVTGGQKGRGSRGQHQAHSLERVCHCLGKWLGHPDKFVGITYALTVVWLLVFACSAVPVYIYFNTWTTCQSIAFPSKTSASIGSLCADARMYGVLPWNAFPGKVCGSNLLSICKTAEFQMTFHLFIAAFVGAAATLVSLLTFMIAATYNFAVLKLMGRGTKF, which amino acid positions are active epitope sites? The epitope positions are: [208, 209, 210, 211, 212, 213, 214, 215, 216, 217, 218, 219, 220, 221, 222, 223, 224, 225, 226, 227... (30 total positions)]. The amino acids at these positions are: VLPWNAFPGKVCGSNLLSICKTAEFQMTFH. (9) Given the antigen sequence: MGDVEKGKKIFVQKCAQCHTVEKGGKHKTGPNLHGLFGRKTGQAAGFSYTDANKNKGITWGEDTLMEYLENPKKYIPGTKMIFAGIKKKGERADLIAYLKKATNE, which amino acid positions are active epitope sites? The epitope positions are: [90, 91, 92, 93, 94, 95, 96, 97, 98, 99, 100, 101, 102, 103, 104]. The amino acids at these positions are: ERADLIAYLKKATNE.